Dataset: Full USPTO retrosynthesis dataset with 1.9M reactions from patents (1976-2016). Task: Predict the reactants needed to synthesize the given product. (1) Given the product [C:23]1([CH3:33])[CH:24]=[CH:25][C:26]([S:29]([OH:32])(=[O:30])=[O:31])=[CH:27][CH:28]=1.[CH2:1]([O:8][C:9]([NH:11][C@H:12]1[C:16]2([CH2:18][CH2:17]2)[CH2:15][NH:14][CH2:13]1)=[O:10])[C:2]1[CH:7]=[CH:6][CH:5]=[CH:4][CH:3]=1, predict the reactants needed to synthesize it. The reactants are: [CH2:1]([O:8][C:9]([NH:11][C@H:12]1[C:16]2([CH2:18][CH2:17]2)[CH2:15][NH:14][CH2:13]1)=[O:10])[C:2]1[CH:7]=[CH:6][CH:5]=[CH:4][CH:3]=1.C(O)C.O.[C:23]1([CH3:33])[CH:28]=[CH:27][C:26]([S:29]([OH:32])(=[O:31])=[O:30])=[CH:25][CH:24]=1. (2) Given the product [C:1]([O:5][CH2:6][CH2:7][CH2:8][P:9](=[O:16])([O:13][Si:18]([CH3:20])([CH3:19])[CH3:17])[O:10][Si:18]([CH3:20])([CH3:19])[CH3:17])(=[O:4])[CH:2]=[CH2:3], predict the reactants needed to synthesize it. The reactants are: [C:1]([O:5][CH2:6][CH2:7][CH2:8][P:9](=[O:16])([O:13]CC)[O:10]CC)(=[O:4])[CH:2]=[CH2:3].[CH3:17][Si:18](Br)([CH3:20])[CH3:19].